Dataset: NCI-60 drug combinations with 297,098 pairs across 59 cell lines. Task: Regression. Given two drug SMILES strings and cell line genomic features, predict the synergy score measuring deviation from expected non-interaction effect. Drug 1: CN1C2=C(C=C(C=C2)N(CCCl)CCCl)N=C1CCCC(=O)O.Cl. Drug 2: C1=NC2=C(N1)C(=S)N=CN2. Cell line: SN12C. Synergy scores: CSS=21.1, Synergy_ZIP=-8.01, Synergy_Bliss=-3.63, Synergy_Loewe=-46.6, Synergy_HSA=-9.27.